From a dataset of NCI-60 drug combinations with 297,098 pairs across 59 cell lines. Regression. Given two drug SMILES strings and cell line genomic features, predict the synergy score measuring deviation from expected non-interaction effect. (1) Drug 1: C1=CC=C(C=C1)NC(=O)CCCCCCC(=O)NO. Drug 2: C(CN)CNCCSP(=O)(O)O. Cell line: HOP-62. Synergy scores: CSS=7.08, Synergy_ZIP=3.63, Synergy_Bliss=11.3, Synergy_Loewe=0.511, Synergy_HSA=5.54. (2) Drug 1: C1=CC(=CC=C1C#N)C(C2=CC=C(C=C2)C#N)N3C=NC=N3. Drug 2: C(=O)(N)NO. Cell line: SK-MEL-28. Synergy scores: CSS=2.28, Synergy_ZIP=1.66, Synergy_Bliss=1.65, Synergy_Loewe=3.42, Synergy_HSA=-2.10. (3) Drug 1: CC(CN1CC(=O)NC(=O)C1)N2CC(=O)NC(=O)C2. Drug 2: C1CNP(=O)(OC1)N(CCCl)CCCl. Cell line: NCI-H460. Synergy scores: CSS=44.0, Synergy_ZIP=-2.22, Synergy_Bliss=-3.79, Synergy_Loewe=-19.4, Synergy_HSA=-2.99. (4) Drug 1: C1=NC2=C(N=C(N=C2N1C3C(C(C(O3)CO)O)F)Cl)N. Drug 2: CCC1=C2CN3C(=CC4=C(C3=O)COC(=O)C4(CC)O)C2=NC5=C1C=C(C=C5)O. Cell line: SF-295. Synergy scores: CSS=29.5, Synergy_ZIP=-1.38, Synergy_Bliss=0.0811, Synergy_Loewe=-16.7, Synergy_HSA=0.144.